From a dataset of Forward reaction prediction with 1.9M reactions from USPTO patents (1976-2016). Predict the product of the given reaction. (1) Given the reactants [NH2:1][C:2]1[CH:3]=[C:4]([CH:8]=[CH:9][C:10]=1[CH3:11])[C:5]([OH:7])=[O:6].N([O-])=O.[Na+].[N-:16]=[N+:17]=[N-].[Na+], predict the reaction product. The product is: [N:1]([C:2]1[CH:3]=[C:4]([CH:8]=[CH:9][C:10]=1[CH3:11])[C:5]([OH:7])=[O:6])=[N+:16]=[N-:17]. (2) Given the reactants [C:1]1([CH3:10])[CH:6]=[CH:5][CH:4]=[C:3](B(O)O)[CH:2]=1.C([O-])([O-])=O.[Cs+].[Cs+].[CH3:17][C:18]1[S:19][CH:20]=[CH:21][C:22]=1[C:23](Cl)=[O:24], predict the reaction product. The product is: [CH3:10][C:1]1[CH:2]=[C:3]([C:23]([C:22]2[CH:21]=[CH:20][S:19][C:18]=2[CH3:17])=[O:24])[CH:4]=[CH:5][CH:6]=1.